Dataset: Forward reaction prediction with 1.9M reactions from USPTO patents (1976-2016). Task: Predict the product of the given reaction. (1) Given the reactants [CH2:1]([C@@H:6]1[CH2:11][CH2:10][CH2:9][N:8]([CH2:12][C@@H:13]2[CH2:18][CH2:17][CH2:16][CH2:15][C@H:14]2[NH:19]C(=O)OC(C)(C)C)[CH2:7]1)[CH2:2][CH2:3][CH2:4][CH3:5].[ClH:27], predict the reaction product. The product is: [ClH:27].[CH2:1]([C@@H:6]1[CH2:11][CH2:10][CH2:9][N:8]([CH2:12][C@@H:13]2[CH2:18][CH2:17][CH2:16][CH2:15][C@H:14]2[NH2:19])[CH2:7]1)[CH2:2][CH2:3][CH2:4][CH3:5]. (2) The product is: [Br:1][C:2]1[CH:3]=[C:4]([CH:9]=[C:10]([C:15]2[CH:16]=[CH:17][CH:18]=[CH:19][N:14]=2)[CH:11]=1)[C:5]([O:7][CH3:8])=[O:6]. Given the reactants [Br:1][C:2]1[CH:3]=[C:4]([CH:9]=[C:10](I)[CH:11]=1)[C:5]([O:7][CH3:8])=[O:6].[Cl-].[N:14]1[CH:19]=[CH:18][CH:17]=[CH:16][C:15]=1[Zn+].O, predict the reaction product. (3) Given the reactants [C:1]([OH:4])(=O)[CH3:2].[OH2:5], predict the reaction product. The product is: [CH2:1]([OH:4])[C@H:2]([C@H:1]([C@@H:2]([C@@H:2]([CH2:1][OH:4])[OH:5])[OH:5])[OH:4])[OH:5]. (4) Given the reactants [CH3:1][O:2][C:3]1[CH:26]=[CH:25][C:6]([CH2:7][N:8]2[CH2:13][CH2:12][CH:11](/[CH:14]=[C:15]3/[C:16]([NH:21][CH2:22][C:23]#[CH:24])=[N:17][C:18](=[O:20])[S:19]/3)[CH2:10][CH2:9]2)=[C:5]([C:27]([F:30])([F:29])[F:28])[CH:4]=1.[C:31]([OH:38])(=[O:37])/[CH:32]=[CH:33]\[C:34]([OH:36])=[O:35], predict the reaction product. The product is: [C:31]([OH:38])(=[O:37])/[CH:32]=[CH:33]\[C:34]([OH:36])=[O:35].[CH3:1][O:2][C:3]1[CH:26]=[CH:25][C:6]([CH2:7][N:8]2[CH2:9][CH2:10][CH:11](/[CH:14]=[C:15]3/[C:16]([NH:21][CH2:22][C:23]#[CH:24])=[N:17][C:18](=[O:20])[S:19]/3)[CH2:12][CH2:13]2)=[C:5]([C:27]([F:30])([F:29])[F:28])[CH:4]=1. (5) Given the reactants [F:1][C:2]1[CH:3]=[C:4]2[C:8](=[CH:9][CH:10]=1)[N:7]([CH2:11][CH2:12][CH2:13][CH2:14][CH2:15][B:16]1[O:20]C(C)(C)C(C)(C)[O:17]1)[C:6]([C:25]1[CH:30]=[CH:29][C:28]([O:31][CH3:32])=[C:27]([O:33][CH3:34])[CH:26]=1)=[CH:5]2.N(CCO)CCO, predict the reaction product. The product is: [F:1][C:2]1[CH:3]=[C:4]2[C:8](=[CH:9][CH:10]=1)[N:7]([CH2:11][CH2:12][CH2:13][CH2:14][CH2:15][B:16]([OH:20])[OH:17])[C:6]([C:25]1[CH:30]=[CH:29][C:28]([O:31][CH3:32])=[C:27]([O:33][CH3:34])[CH:26]=1)=[CH:5]2. (6) Given the reactants [CH3:1][O:2][C:3]1[CH:4]=[C:5]([C:13]2[CH:18]=[C:17]([CH2:19][N:20]3[CH2:25][CH2:24][C:23](=O)[CH2:22][CH2:21]3)[CH:16]=[CH:15][N:14]=2)[CH:6]=[C:7]([O:11][CH3:12])[C:8]=1[O:9][CH3:10].[CH3:27][O:28][C:29]1[CH:34]=[CH:33][C:32]([NH2:35])=[CH:31][CH:30]=1, predict the reaction product. The product is: [CH3:27][O:28][C:29]1[CH:34]=[CH:33][C:32]([NH:35][CH:23]2[CH2:24][CH2:25][N:20]([CH2:19][C:17]3[CH:16]=[CH:15][N:14]=[C:13]([C:5]4[CH:4]=[C:3]([O:2][CH3:1])[C:8]([O:9][CH3:10])=[C:7]([O:11][CH3:12])[CH:6]=4)[CH:18]=3)[CH2:21][CH2:22]2)=[CH:31][CH:30]=1. (7) Given the reactants [Br:1][C:2]1[CH:3]=[C:4]2[C:8](=[CH:9][CH:10]=1)[C:7](=[O:11])[CH:6]([CH2:12][CH2:13][CH2:14][CH2:15][O:16][Si:17]([C:30]([CH3:33])([CH3:32])[CH3:31])([C:24]1[CH:29]=[CH:28][CH:27]=[CH:26][CH:25]=1)[C:18]1[CH:23]=[CH:22][CH:21]=[CH:20][CH:19]=1)[CH2:5]2.C1COCC1.[BH4-].[Na+].[Cl-].[NH4+], predict the reaction product. The product is: [Br:1][C:2]1[CH:3]=[C:4]2[C:8](=[CH:9][CH:10]=1)[CH:7]([OH:11])[CH:6]([CH2:12][CH2:13][CH2:14][CH2:15][O:16][Si:17]([C:30]([CH3:33])([CH3:32])[CH3:31])([C:24]1[CH:29]=[CH:28][CH:27]=[CH:26][CH:25]=1)[C:18]1[CH:19]=[CH:20][CH:21]=[CH:22][CH:23]=1)[CH2:5]2.